Dataset: Catalyst prediction with 721,799 reactions and 888 catalyst types from USPTO. Task: Predict which catalyst facilitates the given reaction. Reactant: [NH:1]1[CH2:5][CH2:4][CH2:3][C@H:2]1[CH2:6][OH:7].[Cl:8][C:9]1[CH:18]=[CH:17][CH:16]=[CH:15][C:10]=1[CH2:11][N:12]=[C:13]=[O:14]. Product: [Cl:8][C:9]1[CH:18]=[CH:17][CH:16]=[CH:15][C:10]=1[CH2:11][NH:12][C:13]([N:1]1[CH2:5][CH2:4][CH2:3][C@H:2]1[CH2:6][OH:7])=[O:14]. The catalyst class is: 1.